From a dataset of Full USPTO retrosynthesis dataset with 1.9M reactions from patents (1976-2016). Predict the reactants needed to synthesize the given product. (1) Given the product [OH:31][CH2:30][CH:29]([NH:28][C:19]([C:17]1[S:18][C:13]2[C:12]([N:22]3[CH2:27][CH2:26][O:25][CH2:24][CH2:23]3)=[N:11][C:10]([C:5]3[CH:6]=[CH:7][CH:8]=[C:9]4[C:4]=3[CH:3]=[N:2][NH:1]4)=[N:15][C:14]=2[CH:16]=1)=[O:20])[CH3:32], predict the reactants needed to synthesize it. The reactants are: [NH:1]1[C:9]2[C:4](=[C:5]([C:10]3[N:11]=[C:12]([N:22]4[CH2:27][CH2:26][O:25][CH2:24][CH2:23]4)[C:13]4[S:18][C:17]([C:19](O)=[O:20])=[CH:16][C:14]=4[N:15]=3)[CH:6]=[CH:7][CH:8]=2)[CH:3]=[N:2]1.[NH2:28][CH:29]([CH3:32])[CH2:30][OH:31]. (2) Given the product [CH2:1]([NH:8][C:9](=[O:12])[CH:10]([Br:11])[CH3:14])[C:2]1[CH:7]=[CH:6][CH:5]=[CH:4][CH:3]=1, predict the reactants needed to synthesize it. The reactants are: [CH2:1]([NH:8][C:9](=[O:12])[CH2:10][Br:11])[C:2]1[CH:7]=[CH:6][CH:5]=[CH:4][CH:3]=1.Br[CH:14](C)C(O)=O.C(N)C1C=CC=CC=1.CCCCCC.CCOC(C)=O. (3) Given the product [CH2:1]([O:4][C:5](=[O:28])[NH:6][C:7]1[C:12]([CH3:13])=[CH:11][C:10]([N:14]([CH2:15][C:16]2[CH:21]=[CH:20][C:19]([C:22]([F:24])([F:25])[F:23])=[C:18]([F:26])[CH:17]=2)[CH3:31])=[CH:9][C:8]=1[CH3:27])[CH2:2][CH3:3], predict the reactants needed to synthesize it. The reactants are: [CH2:1]([O:4][C:5](=[O:28])[NH:6][C:7]1[C:12]([CH3:13])=[CH:11][C:10]([NH:14][CH2:15][C:16]2[CH:21]=[CH:20][C:19]([C:22]([F:25])([F:24])[F:23])=[C:18]([F:26])[CH:17]=2)=[CH:9][C:8]=1[CH3:27])[CH2:2][CH3:3].C=O.[C:31]([BH3-])#N.[Na+].O. (4) Given the product [NH2:1][C:2]1[C:3]2[N:4]([C:8]([CH:12]([CH3:17])[CH2:13][NH:14][C:18](=[O:19])[O:20][CH2:21][C:22]3[CH:27]=[CH:26][CH:25]=[CH:24][CH:23]=3)=[N:9][C:10]=2[Br:11])[CH:5]=[CH:6][N:7]=1, predict the reactants needed to synthesize it. The reactants are: [NH2:1][C:2]1[C:3]2[N:4]([C:8]([C@@H:12]3[CH2:17]CC[N:14]([C:18]([O:20][CH2:21][C:22]4[CH:27]=[CH:26][CH:25]=[CH:24][CH:23]=4)=[O:19])[CH2:13]3)=[N:9][C:10]=2[Br:11])[CH:5]=[CH:6][N:7]=1.CC(C(O)=O)CNC(OCC1C=CC=CC=1)=O. (5) The reactants are: C1(P(C2C=CC=CC=2)C2C=CC=CC=2)C=CC=CC=1.[Cl:20][C:21]1[CH:22]=[CH:23][C:24]([O:31][CH3:32])=[C:25]([S:27](Cl)(=O)=O)[CH:26]=1. Given the product [Cl:20][C:21]1[CH:22]=[CH:23][C:24]([O:31][CH3:32])=[C:25]([SH:27])[CH:26]=1, predict the reactants needed to synthesize it. (6) Given the product [CH:23]([O:25][CH2:26][CH2:27][O:28][NH:29][C:20]([C:11]1[CH:12]=[C:13]2[C:17](=[CH:18][C:10]=1[NH:9][C:3]1[CH:4]=[CH:5][C:6]([I:8])=[CH:7][C:2]=1[F:1])[C:16](=[O:19])[NH:15][CH2:14]2)=[O:22])=[CH2:24], predict the reactants needed to synthesize it. The reactants are: [F:1][C:2]1[CH:7]=[C:6]([I:8])[CH:5]=[CH:4][C:3]=1[NH:9][C:10]1[CH:18]=[C:17]2[C:13]([CH2:14][NH:15][C:16]2=[O:19])=[CH:12][C:11]=1[C:20]([OH:22])=O.[CH:23]([O:25][CH2:26][CH2:27][O:28][NH2:29])=[CH2:24].C1C=CC2N(O)N=NC=2C=1.CCN=C=NCCCN(C)C.Cl.CCN(C(C)C)C(C)C. (7) The reactants are: [NH:1]1[C:9]2[C:4](=[CH:5][CH:6]=[CH:7][CH:8]=2)[C:3]([CH:10]=[O:11])=[CH:2]1.C(N(C(C)C)CC)(C)C.[CH2:21]([O:28][C:29](Cl)=[O:30])[C:22]1[CH:27]=[CH:26][CH:25]=[CH:24][CH:23]=1. Given the product [CH2:21]([O:28][C:29]([N:1]1[C:9]2[C:4](=[CH:5][CH:6]=[CH:7][CH:8]=2)[C:3]([CH:10]=[O:11])=[CH:2]1)=[O:30])[C:22]1[CH:27]=[CH:26][CH:25]=[CH:24][CH:23]=1, predict the reactants needed to synthesize it. (8) Given the product [CH2:1]([C:3]1[CH:4]=[CH:5][C:6]([CH:9]2[N:11]([C:12]3[N:13]=[N:14][C:15]([CH3:18])=[CH:16][CH:17]=3)[C:22](=[O:21])[C:23]([OH:36])=[C:24]2[C:25](=[O:26])[C:27]2[CH:28]=[CH:29][C:30]([CH:33]([CH3:34])[CH3:35])=[CH:31][CH:32]=2)=[N:7][CH:8]=1)[CH3:2], predict the reactants needed to synthesize it. The reactants are: [CH2:1]([C:3]1[CH:4]=[CH:5][C:6]([CH:9]=O)=[N:7][CH:8]=1)[CH3:2].[NH2:11][C:12]1[N:13]=[N:14][C:15]([CH3:18])=[CH:16][CH:17]=1.C([O:21][C:22](=O)[C:23]([OH:36])=[CH:24][C:25]([C:27]1[CH:32]=[CH:31][C:30]([CH:33]([CH3:35])[CH3:34])=[CH:29][CH:28]=1)=[O:26])C. (9) Given the product [F:1][C:2]([F:16])([F:15])[C:3]1[CH:4]=[C:5]([CH:8]=[C:9]([C:11]([F:14])([F:13])[F:12])[CH:10]=1)[CH2:6][NH:17][C@H:18]1[CH2:24][CH2:23][CH2:22][N:21]([C:25]([O:27][C:28]([CH3:31])([CH3:30])[CH3:29])=[O:26])[C:20]2[CH:32]=[C:33]([C:37]([F:40])([F:38])[F:39])[C:34]([CH3:36])=[CH:35][C:19]1=2, predict the reactants needed to synthesize it. The reactants are: [F:1][C:2]([F:16])([F:15])[C:3]1[CH:4]=[C:5]([CH:8]=[C:9]([C:11]([F:14])([F:13])[F:12])[CH:10]=1)[CH:6]=O.[NH2:17][C@H:18]1[CH2:24][CH2:23][CH2:22][N:21]([C:25]([O:27][C:28]([CH3:31])([CH3:30])[CH3:29])=[O:26])[C:20]2[CH:32]=[C:33]([C:37]([F:40])([F:39])[F:38])[C:34]([CH3:36])=[CH:35][C:19]1=2.[BH4-].[Na+]. (10) Given the product [CH2:6]([N:8]([CH2:9][CH3:10])[CH2:2][C:3]([NH2:5])=[O:4])[CH3:7], predict the reactants needed to synthesize it. The reactants are: Br[CH2:2][C:3]([NH2:5])=[O:4].[CH2:6]([NH:8][CH2:9][CH3:10])[CH3:7].